From a dataset of Peptide-MHC class II binding affinity with 134,281 pairs from IEDB. Regression. Given a peptide amino acid sequence and an MHC pseudo amino acid sequence, predict their binding affinity value. This is MHC class II binding data. (1) The peptide sequence is NLVIEGPTTCGYLPT. The MHC is DRB1_0701 with pseudo-sequence DRB1_0701. The binding affinity (normalized) is 0.536. (2) The peptide sequence is LTVMDRYSVDADLQL. The MHC is HLA-DQA10601-DQB10402 with pseudo-sequence HLA-DQA10601-DQB10402. The binding affinity (normalized) is 0.252. (3) The peptide sequence is ISSMVEAMVSRARID. The MHC is DRB1_0401 with pseudo-sequence DRB1_0401. The binding affinity (normalized) is 0.581. (4) The peptide sequence is AYVSRLLDDLVIV. The MHC is HLA-DPA10201-DPB10501 with pseudo-sequence HLA-DPA10201-DPB10501. The binding affinity (normalized) is 0.253. (5) The peptide sequence is NDVSTYASGKVWGQK. The MHC is DRB1_0101 with pseudo-sequence DRB1_0101. The binding affinity (normalized) is 0.453. (6) The peptide sequence is MGAVTTEVAFGLVCA. The MHC is DRB1_1101 with pseudo-sequence DRB1_1101. The binding affinity (normalized) is 0.121.